This data is from Full USPTO retrosynthesis dataset with 1.9M reactions from patents (1976-2016). The task is: Predict the reactants needed to synthesize the given product. Given the product [NH2:1][C:2]1[N:7]=[C:6]([NH2:8])[C:5]([CH2:9][C:10]2[CH:21]=[C:20]([O:22][CH3:23])[C:13]([O:14][CH2:15][C:16]([OH:18])=[O:17])=[C:12]([O:24][CH3:25])[CH:11]=2)=[CH:4][N:3]=1, predict the reactants needed to synthesize it. The reactants are: [NH2:1][C:2]1[N:7]=[C:6]([NH2:8])[C:5]([CH2:9][C:10]2[CH:21]=[C:20]([O:22][CH3:23])[C:13]([O:14][CH2:15][C:16]([O:18]C)=[O:17])=[C:12]([O:24][CH3:25])[CH:11]=2)=[CH:4][N:3]=1.O.[Li+].[OH-].